From a dataset of Forward reaction prediction with 1.9M reactions from USPTO patents (1976-2016). Predict the product of the given reaction. (1) Given the reactants [CH3:1][C:2]1[C:3]([C:7]([O:9][CH2:10][CH3:11])=[O:8])=[N:4][NH:5][CH:6]=1.C1C(=O)N([I:19])C(=O)C1, predict the reaction product. The product is: [I:19][C:6]1[NH:5][N:4]=[C:3]([C:7]([O:9][CH2:10][CH3:11])=[O:8])[C:2]=1[CH3:1]. (2) Given the reactants [F:1][C:2]1[CH:3]=[C:4]2[C:8](=[CH:9][C:10]=1[CH3:11])[N:7]([CH:12]1[CH2:17][CH2:16][N:15]([C:18]3([CH3:23])[CH2:22][CH2:21][NH:20][CH2:19]3)[CH2:14][CH2:13]1)[C:6](=[O:24])[CH2:5]2.[C:25](Cl)(=[O:28])[O:26][CH3:27], predict the reaction product. The product is: [F:1][C:2]1[CH:3]=[C:4]2[C:8](=[CH:9][C:10]=1[CH3:11])[N:7]([CH:12]1[CH2:13][CH2:14][N:15]([C:18]3([CH3:23])[CH2:22][CH2:21][N:20]([C:25]([O:26][CH3:27])=[O:28])[CH2:19]3)[CH2:16][CH2:17]1)[C:6](=[O:24])[CH2:5]2.